This data is from Full USPTO retrosynthesis dataset with 1.9M reactions from patents (1976-2016). The task is: Predict the reactants needed to synthesize the given product. Given the product [F:1][C:2]1[CH:3]=[C:4]([C:13]2[CH:14]=[CH:15][C:16]([NH:19][CH2:20][CH:21]3[CH2:26][CH2:25][N:24]([CH2:27][C:28]([F:31])([CH3:29])[CH3:30])[CH2:23][CH2:22]3)=[CH:17][CH:18]=2)[CH:5]=[CH:6][C:7]=1[C:8]([OH:10])=[O:9], predict the reactants needed to synthesize it. The reactants are: [F:1][C:2]1[CH:3]=[C:4]([C:13]2[CH:18]=[CH:17][C:16]([NH:19][CH2:20][CH:21]3[CH2:26][CH2:25][N:24]([CH2:27][C:28]([F:31])([CH3:30])[CH3:29])[CH2:23][CH2:22]3)=[CH:15][CH:14]=2)[CH:5]=[CH:6][C:7]=1[C:8]([O:10]CC)=[O:9].O[Li].O.